Dataset: HIV replication inhibition screening data with 41,000+ compounds from the AIDS Antiviral Screen. Task: Binary Classification. Given a drug SMILES string, predict its activity (active/inactive) in a high-throughput screening assay against a specified biological target. (1) The compound is COC=CC=C(C#N)C(=O)OC. The result is 0 (inactive). (2) The drug is N=C1SCCS1. The result is 0 (inactive). (3) The drug is COC(=O)C(Cc1ccccc1)NC(=O)N1CCCN(C(=O)NC(Cc2ccccc2)C(=O)OC)CCCN(C(=O)NC(Cc2ccccc2)C(=O)OC)CCC1. The result is 0 (inactive). (4) The molecule is CCOC(=N)n1c(=O)n(C2=NCCN2)c2ccccc21. The result is 0 (inactive). (5) The drug is Oc1cc(Cl)cc2cc(Cl)cnc12. The result is 0 (inactive).